From a dataset of Forward reaction prediction with 1.9M reactions from USPTO patents (1976-2016). Predict the product of the given reaction. (1) Given the reactants [C:1]([NH:5][C:6](=[O:45])[C:7]1[CH:12]=[CH:11][C:10]([C:13]([F:16])([F:15])[F:14])=[N:9][C:8]=1[CH2:17][C@H:18]([OH:44])[C@H:19]([N:29](CC1C=CC=CC=1)CC1C=CC=CC=1)[CH2:20][C:21]1[CH:26]=[C:25]([F:27])[CH:24]=[CH:23][C:22]=1[F:28])([CH3:4])([CH3:3])[CH3:2].[NH4+].C([O-])=O, predict the reaction product. The product is: [NH2:29][C@H:19]([CH2:20][C:21]1[CH:26]=[C:25]([F:27])[CH:24]=[CH:23][C:22]=1[F:28])[C@@H:18]([OH:44])[CH2:17][C:8]1[N:9]=[C:10]([C:13]([F:16])([F:14])[F:15])[CH:11]=[CH:12][C:7]=1[C:6]([NH:5][C:1]([CH3:2])([CH3:4])[CH3:3])=[O:45]. (2) The product is: [C:1]([C:3]1[CH:4]=[C:5]([CH:11]=[CH:12][CH:13]=1)[O:6][CH2:7][C:8]([NH:23][CH2:24][CH:25]([OH:37])[CH2:26][N:27]1[CH2:36][CH2:35][C:34]2[C:29](=[CH:30][CH:31]=[CH:32][CH:33]=2)[CH2:28]1)=[O:10])#[N:2]. Given the reactants [C:1]([C:3]1[CH:4]=[C:5]([CH:11]=[CH:12][CH:13]=1)[O:6][CH2:7][C:8]([OH:10])=O)#[N:2].CCN(C(C)C)C(C)C.[NH2:23][CH2:24][CH:25]([OH:37])[CH2:26][N:27]1[CH2:36][CH2:35][C:34]2[C:29](=[CH:30][CH:31]=[CH:32][CH:33]=2)[CH2:28]1, predict the reaction product. (3) Given the reactants [CH3:1][C:2]1[CH:7]=[CH:6][CH:5]=[CH:4][C:3]=1B(O)O.[C:11]1([C:17]2[CH:22]=[C:21](Cl)[CH:20]=[CH:19][N:18]=2)[CH:16]=[CH:15][CH:14]=[CH:13][CH:12]=1.[O-]P([O-])([O-])=O.[K+].[K+].[K+].C1(C)C=CC=CC=1, predict the reaction product. The product is: [C:11]1([C:17]2[CH:22]=[C:21]([C:4]3[CH:3]=[C:2]([CH3:1])[CH:7]=[CH:6][CH:5]=3)[CH:20]=[CH:19][N:18]=2)[CH:16]=[CH:15][CH:14]=[CH:13][CH:12]=1.